This data is from Full USPTO retrosynthesis dataset with 1.9M reactions from patents (1976-2016). The task is: Predict the reactants needed to synthesize the given product. (1) Given the product [C:1]([O:5][C:6](=[O:22])[NH:7][CH:8]([C:11]1[CH:12]=[CH:13][C:14]([O:17][C:18]([F:20])([F:21])[F:19])=[CH:15][CH:16]=1)[CH2:9][O:10][CH:24]([F:32])[F:23])([CH3:4])([CH3:2])[CH3:3], predict the reactants needed to synthesize it. The reactants are: [C:1]([O:5][C:6](=[O:22])[NH:7][CH:8]([C:11]1[CH:16]=[CH:15][C:14]([O:17][C:18]([F:21])([F:20])[F:19])=[CH:13][CH:12]=1)[CH2:9][OH:10])([CH3:4])([CH3:3])[CH3:2].[F:23][C:24]([F:32])(S(F)(=O)=O)C(O)=O.[Cl-].[NH4+]. (2) Given the product [Br:17][C:8]1[CH:9]=[C:10]([N+:14]([O-:16])=[O:15])[CH:11]=[C:12]([CH3:13])[C:7]=1[CH:20]=[CH2:21], predict the reactants needed to synthesize it. The reactants are: FC(F)(F)S(O[C:7]1[C:12]([CH3:13])=[CH:11][C:10]([N+:14]([O-:16])=[O:15])=[CH:9][C:8]=1[Br:17])(=O)=O.[CH:20]([Sn](CCCC)(CCCC)CCCC)=[CH2:21].[Li+].[Cl-].[OH-].[Na+]. (3) Given the product [C:1]([O:4][C@H:5]1[CH2:10][CH2:9][C@H:8]([C:11]2[N:15]3[CH:16]=[CH:17][N:18]=[C:19]([CH3:22])[C:14]3=[CH:13][N:12]=2)[CH2:7][CH2:6]1)(=[O:3])[CH3:2], predict the reactants needed to synthesize it. The reactants are: [C:1]([O:4][C@H:5]1[CH2:10][CH2:9][C@H:8]([C:11](=O)[NH:12][CH2:13][C:14]2[C:19](Cl)=[N:18][CH:17]=[CH:16][N:15]=2)[CH2:7][CH2:6]1)(=[O:3])[CH3:2].[C:22](O[C@H]1CC[C@H](C2N3C=CN=C(Cl)C3=CN=2)CC1)(=O)C. (4) The reactants are: [CH2:1]1[S:10](=[O:12])(=[O:11])[NH:9][CH2:8][CH:7]2[CH2:13][CH2:14][C:2]1([C:4]2([CH3:6])[CH3:5])[CH3:3].CN(C=O)C.[H-].[Na+].Br[CH2:23][C:24]([O:26][C:27]([CH3:30])([CH3:29])[CH3:28])=[O:25]. Given the product [C:27]([O:26][C:24]([CH2:23][N:9]1[CH2:8][CH:7]2[CH2:13][CH2:14][C:2]([C:4]2([CH3:6])[CH3:5])([CH3:3])[CH2:1][S:10]1(=[O:12])=[O:11])=[O:25])([CH3:30])([CH3:29])[CH3:28], predict the reactants needed to synthesize it.